This data is from Forward reaction prediction with 1.9M reactions from USPTO patents (1976-2016). The task is: Predict the product of the given reaction. (1) Given the reactants CN(C(ON1N=NC2C=CC=NC1=2)=[N+](C)C)C.F[P-](F)(F)(F)(F)F.[NH2:25][C:26]1[CH:34]=[C:33]([F:35])[CH:32]=[CH:31][C:27]=1[C:28]([OH:30])=O.[C:36]1([CH2:42][O:43][C@H:44]([CH3:57])[C@@H:45]([C:47]([O:49][CH2:50][C:51]2[CH:56]=[CH:55][CH:54]=[CH:53][CH:52]=2)=[O:48])[NH2:46])[CH:41]=[CH:40][CH:39]=[CH:38][CH:37]=1.C(N(C(C)C)CC)(C)C, predict the reaction product. The product is: [NH2:25][C:26]1[CH:34]=[C:33]([F:35])[CH:32]=[CH:31][C:27]=1[C:28]([NH:46][C@H:45]([C:47]([O:49][CH2:50][C:51]1[CH:56]=[CH:55][CH:54]=[CH:53][CH:52]=1)=[O:48])[C@@H:44]([CH3:57])[O:43][CH2:42][C:36]1[CH:41]=[CH:40][CH:39]=[CH:38][CH:37]=1)=[O:30]. (2) The product is: [CH3:7][N:8]([CH3:19])[CH2:9][CH2:10][O:11][C:12]1[C:17]([O:18][CH2:23][CH2:22][OH:21])=[CH:16][CH:15]=[CH:14][N:13]=1. Given the reactants C(=O)([O-])[O-].[K+].[K+].[CH3:7][N:8]([CH3:19])[CH2:9][CH2:10][O:11][C:12]1[C:17]([OH:18])=[CH:16][CH:15]=[CH:14][N:13]=1.C1(=O)O[CH2:23][CH2:22][O:21]1, predict the reaction product. (3) Given the reactants [Cl:1][C:2]1[N:7]=[N:6][C:5]([OH:8])=[CH:4][CH:3]=1.[C:9]([C@H:13]1[CH2:18][CH2:17][C@H:16](O)[CH2:15][CH2:14]1)([CH3:12])([CH3:11])[CH3:10].C1C=CC(P(C2C=CC=CC=2)C2C=CC=CC=2)=CC=1.CC(OC(/N=N/C(OC(C)C)=O)=O)C, predict the reaction product. The product is: [C:9]([C@H:13]1[CH2:18][CH2:17][C@H:16]([O:8][C:5]2[N:6]=[N:7][C:2]([Cl:1])=[CH:3][CH:4]=2)[CH2:15][CH2:14]1)([CH3:12])([CH3:11])[CH3:10]. (4) Given the reactants [NH2:1][S:2]([C:5]1[CH:10]=[CH:9][CH:8]=[CH:7][C:6]=1[NH:11][C:12]([C:14]1[C:23](=[O:24])[C:22]([CH2:28][CH2:29][CH3:30])([CH2:25][CH2:26][CH3:27])[C:21]2[C:16](=[CH:17][CH:18]=[CH:19][CH:20]=2)[C:15]=1[OH:31])=O)(=[O:4])=[O:3].C(O)(=O)CC(CC(O)=O)(C(O)=O)O.C(OCC)(=O)C, predict the reaction product. The product is: [O:4]=[S:2]1(=[O:3])[C:5]2[CH:10]=[CH:9][CH:8]=[CH:7][C:6]=2[NH:11][C:12]([C:14]2[C:23](=[O:24])[C:22]([CH2:28][CH2:29][CH3:30])([CH2:25][CH2:26][CH3:27])[C:21]3[C:16]([C:15]=2[OH:31])=[CH:17][CH:18]=[CH:19][CH:20]=3)=[N:1]1. (5) Given the reactants [CH3:1][C:2]1[CH:7]=[C:6]([C:8]2[C:12]3[CH:13]=[N:14][C:15]([NH2:17])=[CH:16][C:11]=3[N:10](C(C3C=CC=CC=3)(C3C=CC=CC=3)C3C=CC=CC=3)[N:9]=2)[CH:5]=[CH:4][N:3]=1.N1C=CN=C1.C1N=CN([C:47]([N:49]2C=N[CH:51]=[CH:50]2)=[O:48])C=1.NCC1[CH:61]=[CH:60][N:59]=[CH:58][CH:57]=1.C([SiH](CC)CC)C.[C:69]([OH:75])([C:71]([F:74])([F:73])[F:72])=[O:70], predict the reaction product. The product is: [F:72][C:71]([F:74])([F:73])[C:69]([O-:75])=[O:70].[CH3:1][C:2]1[CH:7]=[C:6]([C:8]2[C:12]3[CH:13]=[N:14][C:15]([NH:17][C:47](=[O:48])[NH:49][CH2:50][C:51]4[CH:61]=[CH:60][N:59]=[CH:58][CH:57]=4)=[CH:16][C:11]=3[NH:10][N:9]=2)[CH:5]=[CH:4][NH+:3]=1. (6) The product is: [CH2:7]([C:8]1[O:9][C:13]([NH2:12])=[N:11][N:10]=1)[C:1]1[CH:6]=[CH:5][CH:4]=[CH:3][CH:2]=1. Given the reactants [C:1]1([CH2:7][C:8]([NH:10][NH2:11])=[O:9])[CH:6]=[CH:5][CH:4]=[CH:3][CH:2]=1.[N:12]#[C:13]Br, predict the reaction product.